From a dataset of Catalyst prediction with 721,799 reactions and 888 catalyst types from USPTO. Predict which catalyst facilitates the given reaction. (1) The catalyst class is: 2. Product: [O:12]=[CH:13][CH2:14][CH:15]1[CH2:17][CH:16]1[C:18]1[C:26]2[C:21](=[CH:22][CH:23]=[C:24]([C:27]#[N:28])[CH:25]=2)[N:20]([S:29]([C:32]2[CH:37]=[CH:36][C:35]([CH3:38])=[CH:34][CH:33]=2)(=[O:31])=[O:30])[CH:19]=1. Reactant: C(Cl)(=O)C(Cl)=O.CN(C=O)C.[OH:12][CH2:13][CH2:14][CH:15]1[CH2:17][CH:16]1[C:18]1[C:26]2[C:21](=[CH:22][CH:23]=[C:24]([C:27]#[N:28])[CH:25]=2)[N:20]([S:29]([C:32]2[CH:37]=[CH:36][C:35]([CH3:38])=[CH:34][CH:33]=2)(=[O:31])=[O:30])[CH:19]=1.C(N(CC)CC)C. (2) The catalyst class is: 128. Reactant: Br[C:2]1[CH:7]=[CH:6][N:5]=[CH:4][C:3]=1[N:8]([CH3:25])[C:9](=[O:24])[C:10]1[CH:15]=[C:14]([C:16]([F:19])([F:18])[F:17])[CH:13]=[C:12]([C:20]([F:23])([F:22])[F:21])[CH:11]=1.[F:26][C:27]1[CH:28]=[CH:29][C:30]([O:36][CH3:37])=[C:31](B(O)O)[CH:32]=1.C(=O)([O-])[O-].[K+].[K+]. Product: [F:26][C:27]1[CH:32]=[CH:31][C:30]([O:36][CH3:37])=[C:29]([C:2]2[CH:7]=[CH:6][N:5]=[CH:4][C:3]=2[N:8]([CH3:25])[C:9](=[O:24])[C:10]2[CH:15]=[C:14]([C:16]([F:19])([F:18])[F:17])[CH:13]=[C:12]([C:20]([F:23])([F:22])[F:21])[CH:11]=2)[CH:28]=1. (3) Reactant: [CH2:1]([O:3][C:4]1[CH:5]=[C:6]([NH:13][NH2:14])[N:7]=[N:8][C:9]=1[O:10][CH2:11][CH3:12])[CH3:2].[N:15]#[C:16]Br.C(=O)([O-])[O-].[K+].[K+]. Product: [CH2:11]([O:10][C:9]1[C:4]([O:3][CH2:1][CH3:2])=[CH:5][C:6]2[N:7]([C:16]([NH2:15])=[N:14][N:13]=2)[N:8]=1)[CH3:12]. The catalyst class is: 40. (4) Product: [Cl:1][C:2]1[CH:7]=[C:6]([I:17])[CH:5]=[C:4]([Cl:8])[C:3]=1[OH:9]. The catalyst class is: 5. Reactant: [Cl:1][C:2]1[CH:7]=[CH:6][CH:5]=[C:4]([Cl:8])[C:3]=1[OH:9].C1C(=O)N([I:17])C(=O)C1. (5) Reactant: [O:1]=[C:2]1[NH:6][CH2:5][CH2:4][N:3]1[C:7]1[CH:8]=[C:9]([CH2:13][C:14](OC)=[O:15])[CH:10]=[CH:11][CH:12]=1.[BH4-].[Li+].O. Product: [OH:15][CH2:14][CH2:13][C:9]1[CH:8]=[C:7]([N:3]2[CH2:4][CH2:5][NH:6][C:2]2=[O:1])[CH:12]=[CH:11][CH:10]=1. The catalyst class is: 4. (6) Reactant: C([Al]([CH2:6][CH3:7])CC)C.CNCCNC.C[O:15][C:16](=O)[C:17]1[CH:22]=[CH:21][C:20]([O:23][CH3:24])=[N:19][C:18]=1[O:25][CH3:26].Cl. Product: [CH3:26][O:25][C:18]1[C:17]([C:16](=[O:15])[CH2:6][CH3:7])=[CH:22][CH:21]=[C:20]([O:23][CH3:24])[N:19]=1. The catalyst class is: 345.